From a dataset of Forward reaction prediction with 1.9M reactions from USPTO patents (1976-2016). Predict the product of the given reaction. (1) Given the reactants [F:1][C:2]1([F:25])[O:6][C:5]2[CH:7]=[CH:8][CH:9]=[C:10]([N:11]3[CH:16]=[CH:15][C:14](=[O:17])[C:13]([C:18](=O)/[CH:19]=[CH:20]/[N:21](C)C)=[N:12]3)[C:4]=2[O:3]1.[NH:26]([C:28]1[CH:29]=[C:30]([CH:33]=[CH:34][CH:35]=1)[C:31]#[N:32])N, predict the reaction product. The product is: [F:25][C:2]1([F:1])[O:6][C:5]2[CH:7]=[CH:8][CH:9]=[C:10]([N:11]3[CH:16]=[CH:15][C:14](=[O:17])[C:13]([C:18]4[N:26]([C:28]5[CH:29]=[C:30]([CH:33]=[CH:34][CH:35]=5)[C:31]#[N:32])[N:21]=[CH:20][CH:19]=4)=[N:12]3)[C:4]=2[O:3]1. (2) Given the reactants Cl.[CH:2]([C:4]1[CH:12]=[C:8]([C:9]([OH:11])=[O:10])[C:7]([OH:13])=[CH:6][CH:5]=1)=[O:3].O.[CH2:15](O)[CH3:16], predict the reaction product. The product is: [CH2:15]([O:10][C:9](=[O:11])[C:8]1[C:7](=[CH:6][CH:5]=[C:4]([CH:2]=[O:3])[CH:12]=1)[OH:13])[CH3:16].